This data is from Reaction yield outcomes from USPTO patents with 853,638 reactions. The task is: Predict the reaction yield, written as a fraction of the theoretical maximum amount of product (1.0 means a 100% yield; for example, 0.34 means a 34% yield). (1) The reactants are Br[C:2]1[N:10]=[CH:9][N:8]=[C:7]2[C:3]=1[N:4]=[CH:5][NH:6]2.[NH2:11][CH:12]([C:15]1[N:16]=[C:17]2[CH:26]=[CH:25][CH:24]=[C:23]([CH3:27])[N:18]2[C:19](=[O:22])[C:20]=1[I:21])[CH2:13][CH3:14].C(N(CC)C(C)C)(C)C. The catalyst is C(O)C. The product is [I:21][C:20]1[C:19](=[O:22])[N:18]2[C:23]([CH3:27])=[CH:24][CH:25]=[CH:26][C:17]2=[N:16][C:15]=1[CH:12]([NH:11][C:2]1[N:10]=[CH:9][N:8]=[C:7]2[C:3]=1[N:4]=[CH:5][NH:6]2)[CH2:13][CH3:14]. The yield is 0.825. (2) The yield is 0.910. The reactants are CS(C)=O.C(Cl)(=O)C(Cl)=O.[CH:11]([C@@H:24]1[O:29][CH2:28][C@@H:27]([OH:30])[CH2:26][CH2:25]1)([C:18]1[CH:23]=[CH:22][CH:21]=[CH:20][CH:19]=1)[C:12]1[CH:17]=[CH:16][CH:15]=[CH:14][CH:13]=1.C(N(CC)CC)C. The product is [CH:11]([CH:24]1[O:29][CH2:28][C:27](=[O:30])[CH2:26][CH2:25]1)([C:18]1[CH:23]=[CH:22][CH:21]=[CH:20][CH:19]=1)[C:12]1[CH:13]=[CH:14][CH:15]=[CH:16][CH:17]=1. The catalyst is C(Cl)Cl. (3) The reactants are [C:1]1([S:7][CH2:8][C@H:9]([NH:14][C:15]2[CH:20]=[CH:19][C:18]([S:21](=[O:24])(=[O:23])[NH2:22])=[CH:17][C:16]=2[S:25]([C:28]([F:31])([F:30])[F:29])(=[O:27])=[O:26])[CH2:10][C:11](O)=[O:12])[CH:6]=[CH:5][CH:4]=[CH:3][CH:2]=1.[CH2:32]([N:34]([CH2:37][C@H:38]1[CH2:43][O:42][CH2:41][CH2:40][N:39]1C(OC(C)(C)C)=O)[CH2:35][CH3:36])[CH3:33].CCN(C(C)C)C(C)C.CN(C(ON1N=NC2C=CC=NC1=2)=[N+](C)C)C.F[P-](F)(F)(F)(F)F. The catalyst is CC(N(C)C)=O.C(OCC)(=O)C. The product is [CH2:32]([N:34]([CH2:37][C@@H:38]1[N:39]([C:11](=[O:12])[CH2:10][C@@H:9]([NH:14][C:15]2[CH:20]=[CH:19][C:18]([S:21]([NH2:22])(=[O:23])=[O:24])=[CH:17][C:16]=2[S:25]([C:28]([F:29])([F:31])[F:30])(=[O:27])=[O:26])[CH2:8][S:7][C:1]2[CH:2]=[CH:3][CH:4]=[CH:5][CH:6]=2)[CH2:40][CH2:41][O:42][CH2:43]1)[CH2:35][CH3:36])[CH3:33]. The yield is 0.580.